Dataset: Forward reaction prediction with 1.9M reactions from USPTO patents (1976-2016). Task: Predict the product of the given reaction. (1) Given the reactants [CH2:1]([N:3]1[C:11]2[C:6](=[CH:7][CH:8]=[C:9]([NH:12][C:13](=[O:26])[C:14]3[CH:19]=[CH:18][C:17]([N:20]4[CH2:25][CH2:24][NH:23][CH2:22][CH2:21]4)=[N:16][CH:15]=3)[CH:10]=2)[CH:5]=[CH:4]1)[CH3:2].Br[C:28]1[CH:36]=[CH:35][C:31]([C:32]([OH:34])=[O:33])=[C:30]([Cl:37])[CH:29]=1.C(C1C=C(NC(C2C=CC(N3CCN(C4C=CC(C(O)=O)=CC=4)CC3)=C(F)C=2)=O)C=CC=1)(C)(C)C, predict the reaction product. The product is: [Cl:37][C:30]1[CH:29]=[C:28]([N:23]2[CH2:24][CH2:25][N:20]([C:17]3[CH:18]=[CH:19][C:14]([C:13](=[O:26])[NH:12][C:9]4[CH:10]=[C:11]5[C:6]([CH:5]=[CH:4][N:3]5[CH2:1][CH3:2])=[CH:7][CH:8]=4)=[CH:15][N:16]=3)[CH2:21][CH2:22]2)[CH:36]=[CH:35][C:31]=1[C:32]([OH:34])=[O:33]. (2) The product is: [F:12][C:13]([F:24])([F:23])[C:14]1[CH:19]=[CH:18][C:17]([C:2]2[S:3][C:4]([C:7]([O:9][CH2:10][CH3:11])=[O:8])=[CH:5][N:6]=2)=[CH:16][CH:15]=1. Given the reactants Br[C:2]1[S:3][C:4]([C:7]([O:9][CH2:10][CH3:11])=[O:8])=[CH:5][N:6]=1.[F:12][C:13]([F:24])([F:23])[C:14]1[CH:19]=[CH:18][C:17](B(O)O)=[CH:16][CH:15]=1.C([O-])([O-])=O.[Na+].[Na+], predict the reaction product. (3) Given the reactants [CH3:1][C:2]1[CH:7]=[CH:6][C:5]([N:8]=[C:9]=[S:10])=[CH:4][CH:3]=1.Cl.[O-:12][Mn](=O)(=O)=O.[K+].[CH3:18][N:19]=[C:20]=[O:21], predict the reaction product. The product is: [CH3:1][C:2]1[CH:7]=[CH:6][C:5]([N:8]2[C:9](=[O:12])[S:10][N:19]([CH3:18])[C:20]2=[O:21])=[CH:4][CH:3]=1. (4) Given the reactants [CH3:1][NH:2][C:3]1[CH:8]=[CH:7][C:6]([CH2:9][C:10]([O:12][CH3:13])=[O:11])=[CH:5][CH:4]=1.C(N(CC)C(C)C)(C)C.[C:23](Cl)(=[O:26])[CH:24]=[CH2:25].C(=O)(O)[O-].[Na+], predict the reaction product. The product is: [CH3:13][O:12][C:10](=[O:11])[CH2:9][C:6]1[CH:5]=[CH:4][C:3]([NH:2][CH2:1][C:23](=[O:26])[CH:24]=[CH2:25])=[CH:8][CH:7]=1.